From a dataset of NCI-60 drug combinations with 297,098 pairs across 59 cell lines. Regression. Given two drug SMILES strings and cell line genomic features, predict the synergy score measuring deviation from expected non-interaction effect. (1) Drug 1: C1C(C(OC1N2C=NC3=C(N=C(N=C32)Cl)N)CO)O. Drug 2: C1=NC2=C(N=C(N=C2N1C3C(C(C(O3)CO)O)F)Cl)N. Cell line: OVCAR-4. Synergy scores: CSS=7.16, Synergy_ZIP=-5.10, Synergy_Bliss=-1.95, Synergy_Loewe=-5.82, Synergy_HSA=-3.47. (2) Drug 1: C1C(C(OC1N2C=NC3=C(N=C(N=C32)Cl)N)CO)O. Drug 2: CN(C(=O)NC(C=O)C(C(C(CO)O)O)O)N=O. Cell line: BT-549. Synergy scores: CSS=37.4, Synergy_ZIP=0.494, Synergy_Bliss=-0.0290, Synergy_Loewe=-15.2, Synergy_HSA=0.265.